From a dataset of Reaction yield outcomes from USPTO patents with 853,638 reactions. Predict the reaction yield, written as a fraction of the theoretical maximum amount of product (1.0 means a 100% yield; for example, 0.34 means a 34% yield). (1) The reactants are Cl.[Cl:2][C:3]1[C:12]2[C:7](=[CH:8][C:9]([F:14])=[C:10]([I:13])[CH:11]=2)[N:6]=[CH:5][N:4]=1.O1CCOCC1.Cl.[CH2:22]([O:29][C:30]1[CH:36]=[CH:35][C:33]([NH2:34])=[CH:32][CH:31]=1)[C:23]1[CH:28]=[CH:27][CH:26]=[CH:25][CH:24]=1. The product is [ClH:2].[CH2:22]([O:29][C:30]1[CH:31]=[CH:32][C:33]([NH:34][C:3]2[C:12]3[C:7](=[CH:8][C:9]([F:14])=[C:10]([I:13])[CH:11]=3)[N:6]=[CH:5][N:4]=2)=[CH:35][CH:36]=1)[C:23]1[CH:24]=[CH:25][CH:26]=[CH:27][CH:28]=1. The catalyst is ClCCl. The yield is 0.790. (2) The reactants are [F:1][C:2]1[CH:3]=[C:4]([CH:14]([NH:16][C:17]([C:19]2[N:20]=[C:21](Cl)[O:22][CH:23]=2)=[O:18])[CH3:15])[CH:5]=[C:6]([F:13])[C:7]=1[NH:8][S:9]([CH3:12])(=[O:11])=[O:10].[C:25]([C:27]1[CH:28]=[C:29]([OH:33])[CH:30]=[CH:31][CH:32]=1)#[CH:26]. No catalyst specified. The product is [F:1][C:2]1[CH:3]=[C:4]([CH:14]([NH:16][C:17]([C:19]2[N:20]=[C:21]([O:33][C:29]3[CH:30]=[CH:31][CH:32]=[C:27]([C:25]#[CH:26])[CH:28]=3)[O:22][CH:23]=2)=[O:18])[CH3:15])[CH:5]=[C:6]([F:13])[C:7]=1[NH:8][S:9]([CH3:12])(=[O:11])=[O:10]. The yield is 0.910. (3) The reactants are [Cl:1][C:2]1[N:3]=[C:4]([N:12]2[CH2:17][CH2:16][O:15][CH2:14][CH2:13]2)[C:5]2[S:10][C:9](I)=[CH:8][C:6]=2[N:7]=1.[CH3:18][O:19][CH2:20]/[CH:21]=[CH:22]/B1OC(C)(C)C(C)(C)O1. The catalyst is C([O-])([O-])=O.[Na+].[Na+].C(#N)C.Cl[Pd](Cl)([P](C1C=CC=CC=1)(C1C=CC=CC=1)C1C=CC=CC=1)[P](C1C=CC=CC=1)(C1C=CC=CC=1)C1C=CC=CC=1. The product is [Cl:1][C:2]1[N:3]=[C:4]([N:12]2[CH2:17][CH2:16][O:15][CH2:14][CH2:13]2)[C:5]2[S:10][C:9](/[CH:22]=[CH:21]/[CH2:20][O:19][CH3:18])=[CH:8][C:6]=2[N:7]=1. The yield is 0.900. (4) The reactants are [NH:1]1[CH2:6][CH2:5][CH:4]([CH2:7][CH2:8][CH2:9][NH:10][C:11]([C:13]2[NH:21][C:20]3[CH:19]=[CH:18][N:17]=[CH:16][C:15]=3[CH:14]=2)=[O:12])[CH2:3][CH2:2]1.C(O)(C(F)(F)F)=O.N1C=CC=CC=1.[C:35](Cl)(=[O:42])[C:36]1[CH:41]=[CH:40][CH:39]=[CH:38][CH:37]=1. The catalyst is C(Cl)Cl.CCOC(C)=O. The product is [C:35]([N:1]1[CH2:6][CH2:5][CH:4]([CH2:7][CH2:8][CH2:9][NH:10][C:11]([C:13]2[NH:21][C:20]3[CH:19]=[CH:18][N:17]=[CH:16][C:15]=3[CH:14]=2)=[O:12])[CH2:3][CH2:2]1)(=[O:42])[C:36]1[CH:41]=[CH:40][CH:39]=[CH:38][CH:37]=1. The yield is 0.130. (5) The product is [CH2:27]([NH:34][CH2:12][C@@H:13]1[O:26][C:17]2=[C:18]3[C:22](=[CH:23][CH:24]=[C:16]2[O:15][CH2:14]1)[NH:21][C:20](=[O:25])[CH2:19]3)[C:28]1[CH:33]=[CH:32][CH:31]=[CH:30][CH:29]=1. The yield is 1.01. The catalyst is CS(C)=O. The reactants are CC1C=CC(S(O[CH2:12][C@@H:13]2[O:26][C:17]3=[C:18]4[C:22](=[CH:23][CH:24]=[C:16]3[O:15][CH2:14]2)[NH:21][C:20](=[O:25])[CH2:19]4)(=O)=O)=CC=1.[CH2:27]([NH2:34])[C:28]1[CH:33]=[CH:32][CH:31]=[CH:30][CH:29]=1. (6) The reactants are [H-].[Na+].[O:3]=[C:4]([CH2:11][CH2:12][CH3:13])[CH2:5][C:6]([O:8][CH2:9][CH3:10])=[O:7].Br[CH:15]([C:17]1[CH:22]=[CH:21][C:20]([C:23]2[C:24]([C:29]#[N:30])=[CH:25][CH:26]=[CH:27][CH:28]=2)=[CH:19][CH:18]=1)[CH3:16].Cl. The catalyst is O1CCCC1. The product is [C:29]([C:24]1[CH:25]=[CH:26][CH:27]=[CH:28][C:23]=1[C:20]1[CH:19]=[CH:18][C:17]([CH:15]([CH:5]([C:4](=[O:3])[CH2:11][CH2:12][CH3:13])[C:6]([O:8][CH2:9][CH3:10])=[O:7])[CH3:16])=[CH:22][CH:21]=1)#[N:30]. The yield is 0.940. (7) The reactants are [Br:1][C:2]1[CH:6]=[N:5][N:4]([CH:7]([CH3:9])[CH3:8])[C:3]=1[C:10]1[CH:11]=[C:12]([NH2:18])[CH:13]=[CH:14][C:15]=1[O:16][CH3:17].[Cl:19][C:20]1[CH:21]=[C:22]([N:27]=[C:28]=[O:29])[CH:23]=[CH:24][C:25]=1[F:26]. The catalyst is C(Cl)Cl. The product is [Br:1][C:2]1[CH:6]=[N:5][N:4]([CH:7]([CH3:9])[CH3:8])[C:3]=1[C:10]1[CH:11]=[C:12]([NH:18][C:28]([NH:27][C:22]2[CH:23]=[CH:24][C:25]([F:26])=[C:20]([Cl:19])[CH:21]=2)=[O:29])[CH:13]=[CH:14][C:15]=1[O:16][CH3:17]. The yield is 0.540.